Dataset: Catalyst prediction with 721,799 reactions and 888 catalyst types from USPTO. Task: Predict which catalyst facilitates the given reaction. (1) Reactant: CCCC[N+](CCCC)(CCCC)CCCC.[F-].[Si]([O:26][CH2:27][CH2:28][CH2:29][N:30]1[C:39]2[C:34](=[CH:35][CH:36]=[CH:37][CH:38]=2)[CH2:33][CH:32]([NH:40][C:41]([C:43]2[NH:47][C:46]3[S:48][C:49]([Cl:51])=[CH:50][C:45]=3[CH:44]=2)=[O:42])[C:31]1=[O:52])(C(C)(C)C)(C)C. Product: [Cl:51][C:49]1[S:48][C:46]2[NH:47][C:43]([C:41]([NH:40][CH:32]3[CH2:33][C:34]4[C:39](=[CH:38][CH:37]=[CH:36][CH:35]=4)[N:30]([CH2:29][CH2:28][CH2:27][OH:26])[C:31]3=[O:52])=[O:42])=[CH:44][C:45]=2[CH:50]=1. The catalyst class is: 1. (2) Reactant: CC1C=CC(S(O[CH2:12][C@@H:13]2[O:18][C:17]3[CH:19]=[C:20]([S:24]([CH3:27])(=[O:26])=[O:25])[CH:21]=[C:22]([Cl:23])[C:16]=3[O:15][CH2:14]2)(=O)=O)=CC=1.[CH3:28][O:29][CH2:30][CH2:31][NH2:32]. Product: [Cl:23][C:22]1[C:16]2[O:15][CH2:14][C@H:13]([CH2:12][NH:32][CH2:31][CH2:30][O:29][CH3:28])[O:18][C:17]=2[CH:19]=[C:20]([S:24]([CH3:27])(=[O:25])=[O:26])[CH:21]=1. The catalyst class is: 10. (3) The catalyst class is: 438. Reactant: Br[C:2]1[CH:11]=[CH:10][C:5]2[O:6][CH:7]([CH3:9])[O:8][C:4]=2[CH:3]=1.[B:12]1([B:12]2[O:16][C:15]([CH3:18])([CH3:17])[C:14]([CH3:20])([CH3:19])[O:13]2)[O:16][C:15]([CH3:18])([CH3:17])[C:14]([CH3:20])([CH3:19])[O:13]1.C(=O)([O-])[O-].[K+].[K+]. Product: [CH3:19][C:14]1([CH3:20])[C:15]([CH3:18])([CH3:17])[O:16][B:12]([C:2]2[CH:11]=[CH:10][C:5]3[O:6][CH:7]([CH3:9])[O:8][C:4]=3[CH:3]=2)[O:13]1. (4) Reactant: [NH2:1][CH2:2][C:3]1[CH:4]=[N:5][CH:6]=[CH:7][CH:8]=1.[Cl:9][C:10]1[C:15]2[O:16][C:17]3[C:26]([CH3:27])=[CH:25][C:24]([C:28]([OH:30])=[O:29])=[CH:23][C:18]=3[S:19](=[O:22])(=[O:21])[CH2:20][C:14]=2[CH:13]=[C:12]([S:31](Cl)(=[O:33])=[O:32])[CH:11]=1.O. Product: [Cl:9][C:10]1[C:15]2[O:16][C:17]3[C:26]([CH3:27])=[CH:25][C:24]([C:28]([OH:30])=[O:29])=[CH:23][C:18]=3[S:19](=[O:22])(=[O:21])[CH2:20][C:14]=2[CH:13]=[C:12]([S:31](=[O:32])(=[O:33])[NH:1][CH2:2][C:3]2[CH:4]=[N:5][CH:6]=[CH:7][CH:8]=2)[CH:11]=1. The catalyst class is: 13. (5) Product: [CH2:1]([O:3][C:4]([C:6]1[N:7]=[C:8]([C:13]2[CH:14]=[CH:15][C:16]([O:19][CH3:20])=[CH:17][CH:18]=2)[O:9][C:10]=1[CH2:11][O:12][CH:22]1[CH2:23][CH2:24][CH2:25][CH2:26][O:21]1)=[O:5])[CH3:2]. The catalyst class is: 4. Reactant: [CH2:1]([O:3][C:4]([C:6]1[N:7]=[C:8]([C:13]2[CH:18]=[CH:17][C:16]([O:19][CH3:20])=[CH:15][CH:14]=2)[O:9][C:10]=1[CH2:11][OH:12])=[O:5])[CH3:2].[O:21]1[CH:26]=[CH:25][CH2:24][CH2:23][CH2:22]1.C1(C)C=CC(S([O-])(=O)=O)=CC=1.[NH+]1C=CC=CC=1. (6) The catalyst class is: 6. Reactant: C[O:2][C:3]1[CH:4]=[C:5]([CH:18]=[CH:19][CH:20]=1)[CH2:6][CH:7]1[C:12]([CH3:14])([CH3:13])[C:11](=[CH2:15])[CH2:10][CH2:9][N:8]1C=O.Br. Product: [CH3:15][C:11]12[C:12]([CH3:13])([CH3:14])[CH:7]([NH:8][CH2:9][CH2:10]1)[CH2:6][C:5]1[CH:4]=[C:3]([OH:2])[CH:20]=[CH:19][C:18]2=1. (7) Reactant: [Br:1][C:2]1[CH:3]=[C:4]2[C:9](=[CH:10][CH:11]=1)[N:8]=[C:7](Cl)[N:6]=[C:5]2[C:13]1[CH:18]=[CH:17][C:16]([O:19][CH3:20])=[C:15]([O:21][CH3:22])[CH:14]=1.[NH3:23]. Product: [Br:1][C:2]1[CH:3]=[C:4]2[C:9](=[CH:10][CH:11]=1)[N:8]=[C:7]([NH2:23])[N:6]=[C:5]2[C:13]1[CH:18]=[CH:17][C:16]([O:19][CH3:20])=[C:15]([O:21][CH3:22])[CH:14]=1. The catalyst class is: 14. (8) Reactant: [Si]([O:8][C@@H:9]1[CH2:17][C@@H:12]2[O:13][C:14](=[O:16])[CH2:15][C@@H:11]2[C@H:10]1[CH:18]=[CH:19][CH2:20][CH2:21][CH2:22][CH2:23][CH2:24][CH3:25])(C(C)(C)C)(C)C. Product: [OH:8][C@@H:9]1[CH2:17][C@@H:12]2[O:13][C:14](=[O:16])[CH2:15][C@@H:11]2[C@H:10]1[CH2:18][CH2:19][CH2:20][CH2:21][CH2:22][CH2:23][CH2:24][CH3:25]. The catalyst class is: 19.